From a dataset of Forward reaction prediction with 1.9M reactions from USPTO patents (1976-2016). Predict the product of the given reaction. (1) Given the reactants [Cl:1][C:2]1[N:7]=[C:6]([N+:8]([O-:10])=[O:9])[C:5]([OH:11])=[CH:4][CH:3]=1.[H-].[Na+].[CH2:14](Br)[C:15]1[CH:20]=[CH:19][CH:18]=[CH:17][CH:16]=1, predict the reaction product. The product is: [CH2:14]([O:11][C:5]1[C:6]([N+:8]([O-:10])=[O:9])=[N:7][C:2]([Cl:1])=[CH:3][CH:4]=1)[C:15]1[CH:20]=[CH:19][CH:18]=[CH:17][CH:16]=1. (2) Given the reactants Cl.[CH:2]1([C:5]([NH2:7])=[NH:6])[CH2:4][CH2:3]1.C(=O)([O-])O.[Na+].C([O:15][C:16](=O)[CH2:17][C:18](=O)[C:19]([F:25])([F:24])[C:20]([F:23])([F:22])[F:21])C, predict the reaction product. The product is: [CH:2]1([C:5]2[N:7]=[C:16]([OH:15])[CH:17]=[C:18]([C:19]([F:24])([F:25])[C:20]([F:21])([F:22])[F:23])[N:6]=2)[CH2:4][CH2:3]1. (3) Given the reactants [CH3:1][NH:2][C:3]1[CH:11]=[CH:10][C:9]2[N:8]3[C:12](=[O:20])[O:13][C@@H:14]([CH2:15][NH:16][C:17](=[O:19])[CH3:18])[C@@H:7]3[CH2:6][C:5]=2[CH:4]=1.C([O-])(O)=O.[Na+].[Cl:26][CH2:27][C:28](Cl)=[O:29], predict the reaction product. The product is: [C:17]([NH:16][CH2:15][C@H:14]1[C@@H:7]2[CH2:6][C:5]3[CH:4]=[C:3]([N:2]([CH3:1])[C:28](=[O:29])[CH2:27][Cl:26])[CH:11]=[CH:10][C:9]=3[N:8]2[C:12](=[O:20])[O:13]1)(=[O:19])[CH3:18]. (4) Given the reactants [NH2:1][C:2]1[CH:3]=[C:4]([CH:21]=[CH:22][C:23]=1[CH3:24])[O:5][C:6]1[CH:7]=[CH:8][C:9]2[N:10]([CH:12]=[C:13]([NH:15][C:16]([CH:18]3[CH2:20][CH2:19]3)=[O:17])[N:14]=2)[N:11]=1.[CH3:25][C:26]1[CH:31]=[CH:30][N:29]=[C:28]([C:32](O)=[O:33])[CH:27]=1.Cl.CN(C)CCCN=C=NCC.ON1C2C=CC=CC=2N=N1.C(N(CC)CC)C, predict the reaction product. The product is: [CH:18]1([C:16]([NH:15][C:13]2[N:14]=[C:9]3[CH:8]=[CH:7][C:6]([O:5][C:4]4[CH:21]=[CH:22][C:23]([CH3:24])=[C:2]([NH:1][C:32]([C:28]5[CH:27]=[C:26]([CH3:25])[CH:31]=[CH:30][N:29]=5)=[O:33])[CH:3]=4)=[N:11][N:10]3[CH:12]=2)=[O:17])[CH2:20][CH2:19]1.